Dataset: Peptide-MHC class I binding affinity with 185,985 pairs from IEDB/IMGT. Task: Regression. Given a peptide amino acid sequence and an MHC pseudo amino acid sequence, predict their binding affinity value. This is MHC class I binding data. (1) The peptide sequence is NHKNKFMAI. The MHC is HLA-A24:02 with pseudo-sequence HLA-A24:02. The binding affinity (normalized) is 0.0876. (2) The peptide sequence is FPDHQLDPA. The MHC is Patr-A0301 with pseudo-sequence Patr-A0301. The binding affinity (normalized) is 0. (3) The peptide sequence is AEALKGMPI. The MHC is HLA-B44:02 with pseudo-sequence HLA-B44:02. The binding affinity (normalized) is 0.999. (4) The peptide sequence is ALVSEVTEV. The binding affinity (normalized) is 1.00. The MHC is HLA-A02:11 with pseudo-sequence HLA-A02:11. (5) The peptide sequence is TTRAVNMEV. The MHC is HLA-A29:02 with pseudo-sequence YTAMYLQNVAQTDANTLYIMYRDYTWAVLAYTWY. The binding affinity (normalized) is 0.0847.